From a dataset of Forward reaction prediction with 1.9M reactions from USPTO patents (1976-2016). Predict the product of the given reaction. (1) Given the reactants [CH3:1][O:2][C:3]1[CH:4]=[C:5]([CH:18]=[CH:19][C:20]=1[O:21]C)[C:6]([C:8]1[CH:13]=[CH:12][C:11]([O:14][CH3:15])=[C:10]([O:16][CH3:17])[CH:9]=1)=[O:7].C1(OC)C(=CC=CC=1)OC.[Cl-].[Al+3].[Cl-].[Cl-].C(Cl)(=O)C1C=CC2OCOC=2C=1, predict the reaction product. The product is: [CH3:17][O:16][C:10]1[CH:9]=[C:8]([CH:13]=[CH:12][C:11]=1[O:14][CH3:15])[C:6]([C:5]1[CH:18]=[CH:19][C:20]2[O:21][CH2:1][O:2][C:3]=2[CH:4]=1)=[O:7]. (2) Given the reactants [F:1][C:2]1[CH:3]=[C:4]2[C:8](=[CH:9][CH:10]=1)[NH:7][C:6]([CH2:11][CH2:12][CH3:13])=[CH:5]2.[H-].[Na+].Cl[CH2:17][C:18]1[CH:37]=[CH:36][C:21]([CH2:22][O:23][C:24]2[CH:29]=[CH:28][C:27]([CH2:30][CH2:31][C:32]([O:34]C)=[O:33])=[CH:26][CH:25]=2)=[CH:20][CH:19]=1.[I-].[Na+].[OH-].[Na+], predict the reaction product. The product is: [F:1][C:2]1[CH:3]=[C:4]2[C:8](=[CH:9][CH:10]=1)[N:7]([CH2:17][C:18]1[CH:37]=[CH:36][C:21]([CH2:22][O:23][C:24]3[CH:29]=[CH:28][C:27]([CH2:30][CH2:31][C:32]([OH:34])=[O:33])=[CH:26][CH:25]=3)=[CH:20][CH:19]=1)[C:6]([CH2:11][CH2:12][CH3:13])=[CH:5]2. (3) Given the reactants F[P-](F)(F)(F)(F)F.[N:8]1(OC(N(C)C)=[N+](C)C)C2C=CC=CC=2N=N1.Cl.[CH3:26][N:27]([CH3:33])[CH2:28][CH2:29][C:30](O)=[O:31].[Cl:34][C:35]1[CH:60]=[CH:59][C:38]2[N:39]3[C:43]([CH2:44][NH:45][CH2:46][C:37]=2[CH:36]=1)=[N:42][N:41]=[C:40]3[CH:47]1[CH2:52][CH2:51][N:50]([C:53]2[CH:58]=[CH:57][CH:56]=[CH:55][N:54]=2)[CH2:49][CH2:48]1, predict the reaction product. The product is: [NH3:8].[Cl:34][C:35]1[CH:60]=[CH:59][C:38]2[N:39]3[C:43]([CH2:44][N:45]([C:30](=[O:31])[CH2:29][CH2:28][N:27]([CH3:33])[CH3:26])[CH2:46][C:37]=2[CH:36]=1)=[N:42][N:41]=[C:40]3[CH:47]1[CH2:48][CH2:49][N:50]([C:53]2[CH:58]=[CH:57][CH:56]=[CH:55][N:54]=2)[CH2:51][CH2:52]1. (4) Given the reactants Br[C:2]1[NH:11][C:5]2[N:6]=[CH:7][N:8]=[C:9]([Cl:10])[C:4]=2[CH:3]=1.[O:12]1C[CH2:15][CH2:14][CH2:13]1.C(O)C#C.C(N(CC)C(C)C)(C)C, predict the reaction product. The product is: [Cl:10][C:9]1[C:4]2[CH:3]=[C:2]([C:15]#[C:14][CH2:13][OH:12])[NH:11][C:5]=2[N:6]=[CH:7][N:8]=1.